Dataset: Full USPTO retrosynthesis dataset with 1.9M reactions from patents (1976-2016). Task: Predict the reactants needed to synthesize the given product. Given the product [F:13][C:14]([F:25])([F:24])[C:15]1[CH:20]=[C:19]([CH:18]=[CH:17][CH:16]=1)[CH2:10][C:7]1[CH:8]=[CH:9][C:4]([C:3]([O:2][CH3:1])=[O:12])=[CH:5][CH:6]=1, predict the reactants needed to synthesize it. The reactants are: [CH3:1][O:2][C:3](=[O:12])[C:4]1[CH:9]=[CH:8][C:7]([CH2:10]Br)=[CH:6][CH:5]=1.[F:13][C:14]([F:25])([F:24])[C:15]1[CH:16]=[C:17](B(O)O)[CH:18]=[CH:19][CH:20]=1.C([O-])([O-])=O.[Na+].[Na+].